From a dataset of Full USPTO retrosynthesis dataset with 1.9M reactions from patents (1976-2016). Predict the reactants needed to synthesize the given product. (1) Given the product [CH:58]1([C@H:47]2[C@H:46]([CH3:61])[C@@H:45]([NH:44][C:36]3[CH:41]=[CH:40][CH:39]=[C:38]([O:42][CH3:43])[N:37]=3)[C:54]3[C:49](=[CH:50][CH:51]=[CH:52][CH:53]=3)[N:48]2[C:55](=[O:57])[CH3:56])[CH2:59][CH2:60]1, predict the reactants needed to synthesize it. The reactants are: CN(C1C(C2C(P(C3CCCCC3)C3CCCCC3)=CC=CC=2)=CC=CC=1)C.CC(C)([O-])C.[Na+].Br[C:36]1[CH:41]=[CH:40][CH:39]=[C:38]([O:42][CH3:43])[N:37]=1.[NH2:44][C@H:45]1[C:54]2[C:49](=[CH:50][CH:51]=[CH:52][CH:53]=2)[N:48]([C:55](=[O:57])[CH3:56])[C@@H:47]([CH:58]2[CH2:60][CH2:59]2)[C@@H:46]1[CH3:61]. (2) Given the product [CH3:34][CH:32]1[O:33][C:21]([C:22]2[CH:27]=[CH:26][C:25]([N+:28]([O-:30])=[O:29])=[CH:24][CH:23]=2)=[N:20][CH:19]1[C:18]([O:17][CH3:16])=[O:35], predict the reactants needed to synthesize it. The reactants are: CC[N+](S(N=C(OC)[O-])(=O)=O)(CC)CC.[CH3:16][O:17][C:18](=[O:35])[C@H:19]([C@@H:32]([CH3:34])[OH:33])[NH:20][C:21](=O)[C:22]1[CH:27]=[CH:26][C:25]([N+:28]([O-:30])=[O:29])=[CH:24][CH:23]=1. (3) Given the product [Br:1][C:2]1[CH:3]=[C:4]2[C:8](=[CH:9][CH:10]=1)[NH:7][N:6]=[C:5]2[C:11]([NH:18][CH3:17])=[O:13], predict the reactants needed to synthesize it. The reactants are: [Br:1][C:2]1[CH:3]=[C:4]2[C:8](=[CH:9][CH:10]=1)[NH:7][N:6]=[C:5]2[C:11]([OH:13])=O.CN.Cl.[CH3:17][N:18](C)CCCN=C=NCC.O.ON1C2C=CC=CC=2N=N1.CN1CCOCC1. (4) Given the product [C:25]([O:24][C:22]([NH:21][C@H:10]1[C@@H:11]([N:15]([CH3:20])[C:16](=[O:19])[O:17][CH3:18])[C@@H:12]([CH3:14])[CH2:13][N:8]([C:7]2[CH:6]=[CH:5][N:4]=[CH:3][C:2]=2[N:1]=[C:29]=[S:30])[CH2:9]1)=[O:23])([CH3:27])([CH3:26])[CH3:28], predict the reactants needed to synthesize it. The reactants are: [NH2:1][C:2]1[CH:3]=[N:4][CH:5]=[CH:6][C:7]=1[N:8]1[CH2:13][C@H:12]([CH3:14])[C@H:11]([N:15]([CH3:20])[C:16](=[O:19])[O:17][CH3:18])[C@H:10]([NH:21][C:22]([O:24][C:25]([CH3:28])([CH3:27])[CH3:26])=[O:23])[CH2:9]1.[C:29](N1C=CN=C1)(N1C=CN=C1)=[S:30]. (5) Given the product [OH:38][C@H:37]1[C@@H:36]([OH:39])[C@H:35]([OH:40])[C@@H:34]([CH2:41][OH:42])[O:33][C@@H:32]1[C:28]1[CH:27]=[C:26]([CH:31]=[CH:30][CH:29]=1)[C:25]([NH:24][C:21]1[CH:20]=[CH:19][C:18]([C@@H:8]2[C@@H:9]([OH:17])[C@@H:10]([OH:16])[C@H:11]([OH:12])[C@@H:6]([CH2:5][OH:4])[O:7]2)=[CH:23][CH:22]=1)=[O:43], predict the reactants needed to synthesize it. The reactants are: C([O:4][CH2:5][C@@H:6]1[C@@H:11]([O:12]C(=O)C)[C@H:10]([OH:16])[C@H:9]([OH:17])[C@@H:8]([C:18]2[CH:23]=[CH:22][C:21]([NH:24][C:25](=[O:43])[C:26]3[CH:31]=[CH:30][CH:29]=[C:28]([C@@H:32]4[C@@H:37]([OH:38])[C@@H:36]([OH:39])[C@H:35]([OH:40])[C@@H:34]([CH2:41][OH:42])[O:33]4)[CH:27]=3)=[CH:20][CH:19]=2)[O:7]1)(=O)C. (6) Given the product [Cl:1][C:2]1[C:7]([C:8]#[N:9])=[C:6]([F:25])[C:5]([F:10])=[CH:4][N:3]=1, predict the reactants needed to synthesize it. The reactants are: [Cl:1][C:2]1[C:7]([C:8]#[N:9])=[CH:6][C:5]([F:10])=[C:4](Cl)[N:3]=1.C([O-])(=O)CC(CC([O-])=O)(C([O-])=O)O.[F-:25].[K+].